This data is from Full USPTO retrosynthesis dataset with 1.9M reactions from patents (1976-2016). The task is: Predict the reactants needed to synthesize the given product. (1) Given the product [ClH:1].[CH3:34][N:35]([CH3:39])[CH2:36][CH2:37][NH:38][C:2]1[CH:3]=[CH:4][C:5]2[C:11]3[NH:12][C:13](=[O:21])[C:14]([C:17]([OH:19])=[O:18])=[C:15]([OH:16])[C:10]=3[CH2:9][CH2:8][CH2:7][C:6]=2[CH:33]=1, predict the reactants needed to synthesize it. The reactants are: [Cl:1][C:2]1[CH:3]=[CH:4][C:5]2[C:11]3[N:12](CC4C=CC(OC)=CC=4OC)[C:13](=[O:21])[C:14]([C:17]([O:19]C)=[O:18])=[C:15]([OH:16])[C:10]=3[CH2:9][CH2:8][CH2:7][C:6]=2[CH:33]=1.[CH3:34][N:35]([CH3:39])[CH2:36][CH2:37][NH2:38]. (2) The reactants are: [CH2:1]([O:4][C:5]1[CH:10]=[CH:9][C:8]([CH2:11][SH:12])=[C:7]([CH3:13])[CH:6]=1)[CH:2]=[CH2:3].[N:14]1([CH2:19][CH2:20]OS(C2C=CC(C)=CC=2)(=O)=O)[CH:18]=[CH:17][N:16]=[N:15]1.[H-].[Na+]. Given the product [CH2:1]([O:4][C:5]1[CH:10]=[CH:9][C:8]([CH2:11][S:12][CH2:20][CH2:19][N:14]2[CH:18]=[CH:17][N:16]=[N:15]2)=[C:7]([CH3:13])[CH:6]=1)[CH:2]=[CH2:3], predict the reactants needed to synthesize it. (3) Given the product [F:1][C:2]1[CH:9]=[CH:8][C:7]([F:10])=[CH:6][C:3]=1[C@@H:4]1[N:29]([CH2:28][CH2:27][C:22]2[CH:23]=[CH:24][CH:25]=[CH:26][N:21]=2)[C:17](=[O:19])[CH2:16][CH2:15][C@H:14]1[N+:11]([O-:13])=[O:12], predict the reactants needed to synthesize it. The reactants are: [F:1][C:2]1[CH:9]=[CH:8][C:7]([F:10])=[CH:6][C:3]=1[CH:4]=O.[N+:11]([CH2:14][CH2:15][CH2:16][C:17]([O:19]C)=O)([O-:13])=[O:12].[N:21]1[CH:26]=[CH:25][CH:24]=[CH:23][C:22]=1[CH2:27][CH2:28][NH2:29].C([O-])(=O)C.[Na+].C(O)(=O)C. (4) Given the product [O:1]1[CH2:2][CH2:3][CH:4]([CH:7]2[CH2:19][C:18]3[C:17]4[C:12](=[CH:13][CH:14]=[C:15]([C:20]([O:22][CH3:23])=[O:21])[CH:16]=4)[NH:11][C:10]=3[CH2:9][CH2:8]2)[CH2:5][CH2:6]1, predict the reactants needed to synthesize it. The reactants are: [O:1]1[CH2:6][CH2:5][CH:4]([CH:7]2[CH2:19][C:18]3[C:17]4[C:12](=[CH:13][CH:14]=[C:15]([C:20]([OH:22])=[O:21])[CH:16]=4)[NH:11][C:10]=3[CH2:9][CH2:8]2)[CH2:3][CH2:2]1.[CH3:23][Si](C=[N+]=[N-])(C)C.